This data is from NCI-60 drug combinations with 297,098 pairs across 59 cell lines. The task is: Regression. Given two drug SMILES strings and cell line genomic features, predict the synergy score measuring deviation from expected non-interaction effect. (1) Drug 1: CCC1(CC2CC(C3=C(CCN(C2)C1)C4=CC=CC=C4N3)(C5=C(C=C6C(=C5)C78CCN9C7C(C=CC9)(C(C(C8N6C=O)(C(=O)OC)O)OC(=O)C)CC)OC)C(=O)OC)O.OS(=O)(=O)O. Drug 2: CCN(CC)CCCC(C)NC1=C2C=C(C=CC2=NC3=C1C=CC(=C3)Cl)OC. Cell line: HT29. Synergy scores: CSS=11.1, Synergy_ZIP=2.43, Synergy_Bliss=3.18, Synergy_Loewe=-1.44, Synergy_HSA=-0.238. (2) Drug 1: CN(C)N=NC1=C(NC=N1)C(=O)N. Drug 2: CCN(CC)CCCC(C)NC1=C2C=C(C=CC2=NC3=C1C=CC(=C3)Cl)OC. Cell line: MOLT-4. Synergy scores: CSS=57.3, Synergy_ZIP=8.19, Synergy_Bliss=8.04, Synergy_Loewe=9.74, Synergy_HSA=9.86. (3) Drug 1: CN1C(=O)N2C=NC(=C2N=N1)C(=O)N. Drug 2: COCCOC1=C(C=C2C(=C1)C(=NC=N2)NC3=CC=CC(=C3)C#C)OCCOC. Cell line: OVCAR3. Synergy scores: CSS=42.2, Synergy_ZIP=3.10, Synergy_Bliss=0.330, Synergy_Loewe=-46.0, Synergy_HSA=-2.88. (4) Drug 1: C1CN1P(=S)(N2CC2)N3CC3. Drug 2: CN1C(=O)N2C=NC(=C2N=N1)C(=O)N. Cell line: OVCAR-4. Synergy scores: CSS=-0.0565, Synergy_ZIP=0.545, Synergy_Bliss=2.67, Synergy_Loewe=-0.501, Synergy_HSA=-0.267. (5) Drug 1: C1CCN(CC1)CCOC2=CC=C(C=C2)C(=O)C3=C(SC4=C3C=CC(=C4)O)C5=CC=C(C=C5)O. Drug 2: CCC1(C2=C(COC1=O)C(=O)N3CC4=CC5=C(C=CC(=C5CN(C)C)O)N=C4C3=C2)O.Cl. Cell line: OVCAR-4. Synergy scores: CSS=-3.59, Synergy_ZIP=2.16, Synergy_Bliss=-0.119, Synergy_Loewe=-6.69, Synergy_HSA=-4.48.